The task is: Predict the reactants needed to synthesize the given product.. This data is from Retrosynthesis with 50K atom-mapped reactions and 10 reaction types from USPTO. (1) Given the product O=[N+]([O-])c1ccc(OCc2ccccc2)cc1F, predict the reactants needed to synthesize it. The reactants are: BrCc1ccccc1.O=[N+]([O-])c1ccc(O)cc1F. (2) Given the product COc1ccc(C)nc1I, predict the reactants needed to synthesize it. The reactants are: CI.Cc1ccc(O)c(I)n1.